This data is from Forward reaction prediction with 1.9M reactions from USPTO patents (1976-2016). The task is: Predict the product of the given reaction. The product is: [CH3:60][O:59][C:57](=[O:58])[CH:56]([C:61]1[CH:62]=[CH:63][C:64]([C:67]2[CH:68]=[CH:69][CH:70]=[CH:71][CH:72]=2)=[CH:65][CH:66]=1)[CH:55]([NH:73][C:3](=[O:4])[CH2:2][NH:1][C:6]([O:8][CH2:9][CH:10]1[C:11]2[CH:12]=[CH:13][CH:14]=[CH:15][C:16]=2[C:17]2[C:22]1=[CH:21][CH:20]=[CH:19][CH:18]=2)=[O:7])[C:54]([O:53][CH3:52])=[O:74]. Given the reactants [NH:1]([C:6]([O:8][CH2:9][CH:10]1[C:22]2[C:17](=[CH:18][CH:19]=[CH:20][CH:21]=2)[C:16]2[C:11]1=[CH:12][CH:13]=[CH:14][CH:15]=2)=[O:7])[CH2:2][C:3](O)=[O:4].CN(C)CCCN=C=NCC.ON1C2C=CC=CC=2N=N1.C(N(CC)CC)C.Cl.[CH3:52][O:53][C:54](=[O:74])[CH:55]([NH2:73])[CH:56]([C:61]1[CH:66]=[CH:65][C:64]([C:67]2[CH:72]=[CH:71][CH:70]=[CH:69][CH:68]=2)=[CH:63][CH:62]=1)[C:57]([O:59][CH3:60])=[O:58], predict the reaction product.